Dataset: Reaction yield outcomes from USPTO patents with 853,638 reactions. Task: Predict the reaction yield, written as a fraction of the theoretical maximum amount of product (1.0 means a 100% yield; for example, 0.34 means a 34% yield). (1) The reactants are C(O)C.O1CCCC1.[S:9]1[CH:13]=[CH:12][N:11]=[C:10]1[C:14]1[CH:21]=[CH:20][C:17]([CH:18]=[O:19])=[CH:16][CH:15]=1.[BH4-].[Na+]. The catalyst is O. The product is [S:9]1[CH:13]=[CH:12][N:11]=[C:10]1[C:14]1[CH:15]=[CH:16][C:17]([CH2:18][OH:19])=[CH:20][CH:21]=1. The yield is 0.940. (2) The product is [CH2:4]([O:10][C:8]1[CH:9]=[C:2]([Cl:1])[C:3]([CH2:4][OH:5])=[C:6]([Cl:11])[CH:7]=1)[C:3]1[CH:6]=[CH:7][CH:8]=[CH:9][CH:2]=1. The reactants are [Cl:1][C:2]1[CH:9]=[C:8]([OH:10])[CH:7]=[C:6]([Cl:11])[C:3]=1[CH:4]=[O:5].[BH4-].[Na+]. The yield is 1.00. The catalyst is CCO. (3) The reactants are [CH3:1][C:2]1[CH:7]=[C:6]([CH3:8])[NH:5][C:4](=[O:9])[C:3]=1[CH2:10][NH:11][C:12]([C:14]1[CH:15]=[C:16]([C:30]2[CH:35]=[CH:34][C:33]([CH:36]=O)=[CH:32][C:31]=2[F:38])[CH:17]=[C:18]([N:21]([CH2:28][CH3:29])[CH:22]2[CH2:27][CH2:26][O:25][CH2:24][CH2:23]2)[C:19]=1[CH3:20])=[O:13].[NH:39]1[CH2:44][CH2:43][O:42][CH2:41][CH2:40]1.C(O)(=O)C.C(O[BH-](OC(=O)C)OC(=O)C)(=O)C.[Na+]. The catalyst is ClC(Cl)C.ClCCl. The product is [CH3:1][C:2]1[CH:7]=[C:6]([CH3:8])[NH:5][C:4](=[O:9])[C:3]=1[CH2:10][NH:11][C:12]([C:14]1[CH:15]=[C:16]([C:30]2[CH:35]=[CH:34][C:33]([CH2:36][N:39]3[CH2:44][CH2:43][O:42][CH2:41][CH2:40]3)=[CH:32][C:31]=2[F:38])[CH:17]=[C:18]([N:21]([CH2:28][CH3:29])[CH:22]2[CH2:27][CH2:26][O:25][CH2:24][CH2:23]2)[C:19]=1[CH3:20])=[O:13]. The yield is 0.880. (4) The reactants are C([O:5][N:6]=[C:7]1[C:16]2[C:11](=[CH:12][C:13]([Br:17])=[CH:14][CH:15]=2)[O:10][C:9]([C:18]2[N:19]=[CH:20][C:21]3[C:26]([CH:27]=2)=[CH:25][CH:24]=[CH:23][CH:22]=3)=[CH:8]1)(C)(C)C. The catalyst is ClCCl.[Ti](Cl)(Cl)(Cl)Cl. The product is [Br:17][C:13]1[CH:12]=[C:11]2[C:16]([C:7](=[N:6][OH:5])[CH:8]=[C:9]([C:18]3[N:19]=[CH:20][C:21]4[C:26]([CH:27]=3)=[CH:25][CH:24]=[CH:23][CH:22]=4)[O:10]2)=[CH:15][CH:14]=1. The yield is 0.370. (5) The reactants are [C:1]([NH:8][C@:9]1([C:14]([OH:16])=[O:15])[CH2:11][C@H:10]1[CH:12]=[CH2:13])([O:3][C:4]([CH3:7])([CH3:6])[CH3:5])=[O:2].[N+](=C)=[N-].[CH3:20][CH2:21]OC(C)=O.[CH3:26]CCCCC. The catalyst is CCOCC.C([O-])(=O)C.[Pd+2].C([O-])(=O)C. The product is [CH2:20]([O:15][C:14]([C@@:9]1([NH:8][C:1]([O:3][C:4]([CH3:7])([CH3:6])[CH3:5])=[O:2])[CH2:11][C@H:10]1[CH:12]1[CH2:26][CH2:13]1)=[O:16])[CH3:21]. The yield is 0.780. (6) The reactants are Br[C:2]1[CH:3]=[C:4]2[C:8](=[CH:9][CH:10]=1)[N:7](C1CCCCO1)[N:6]=[C:5]2[C:17]1[CH:22]=[CH:21][C:20]([F:23])=[CH:19][CH:18]=1.C([Li])CCC.CCCCCC.[C:35]1([CH2:41][CH:42]=[O:43])[CH:40]=[CH:39][CH:38]=[CH:37][CH:36]=1. The catalyst is O1CCCC1. The product is [F:23][C:20]1[CH:19]=[CH:18][C:17]([C:5]2[C:4]3[C:8](=[CH:9][CH:10]=[C:2]([CH:42]([OH:43])[CH2:41][C:35]4[CH:40]=[CH:39][CH:38]=[CH:37][CH:36]=4)[CH:3]=3)[NH:7][N:6]=2)=[CH:22][CH:21]=1. The yield is 0.440. (7) The reactants are [CH2:1]([N:8]1[C:12](=[O:13])[CH2:11][CH2:10][C@@H:9]1[C:14]([OH:16])=O)[C:2]1[CH:7]=[CH:6][CH:5]=[CH:4][CH:3]=1.ON1C2C=CC=CC=2N=N1.[NH2:27][CH:28]([CH2:34][C:35]1[CH:40]=[CH:39][CH:38]=[CH:37][CH:36]=1)[CH:29]([OH:33])[C:30]([NH2:32])=[O:31].Cl.CN(C)CCCN=C=NCC.CCN(C(C)C)C(C)C. The catalyst is C1COCC1.CN(C=O)C. The product is [NH2:32][C:30](=[O:31])[CH:29]([OH:33])[CH:28]([NH:27][C:14]([C@H:9]1[CH2:10][CH2:11][C:12](=[O:13])[N:8]1[CH2:1][C:2]1[CH:3]=[CH:4][CH:5]=[CH:6][CH:7]=1)=[O:16])[CH2:34][C:35]1[CH:36]=[CH:37][CH:38]=[CH:39][CH:40]=1. The yield is 0.920.